Dataset: Catalyst prediction with 721,799 reactions and 888 catalyst types from USPTO. Task: Predict which catalyst facilitates the given reaction. (1) Reactant: Br[C:2]1[S:6][C:5]([CH:7]=[O:8])=[CH:4][CH:3]=1.[CH2:9]([OH:14])[C:10]([F:13])([F:12])[F:11].C(=O)([O-])[O-].[K+].[K+].O. Product: [F:11][C:10]([F:13])([F:12])[CH2:9][O:14][C:2]1[S:6][C:5]([CH:7]=[O:8])=[CH:4][CH:3]=1. The catalyst class is: 9. (2) Reactant: [F:1][C:2]1[C:3]([C:8]2([C:13]#[N:14])[CH2:11][C:10](=[O:12])[CH2:9]2)=[N:4][CH:5]=[CH:6][CH:7]=1.[BH4-].[Na+]. Product: [F:1][C:2]1[C:3]([C:8]2([C:13]#[N:14])[CH2:11][CH:10]([OH:12])[CH2:9]2)=[N:4][CH:5]=[CH:6][CH:7]=1. The catalyst class is: 61. (3) Reactant: [N+:1]([C:4]1[CH:9]=[CH:8][C:7]([C:10]2[CH:15]=[CH:14][C:13]([C:16]([NH:18][C@H:19]([C:23]([O:25][CH3:26])=[O:24])[CH:20]([CH3:22])[CH3:21])=[O:17])=[CH:12][CH:11]=2)=[CH:6][CH:5]=1)([O-])=O.Cl. Product: [NH2:1][C:4]1[CH:5]=[CH:6][C:7]([C:10]2[CH:15]=[CH:14][C:13]([C:16]([NH:18][C@H:19]([C:23]([O:25][CH3:26])=[O:24])[CH:20]([CH3:22])[CH3:21])=[O:17])=[CH:12][CH:11]=2)=[CH:8][CH:9]=1. The catalyst class is: 186. (4) Reactant: CCN(C(C)C)C(C)C.CCN=C=NCCCN(C)C.C1C=CC2N(O)N=NC=2C=1.FC(F)(F)C(O)=O.[Cl:38][CH2:39][CH2:40][CH2:41]/[C:42](=[CH:46]\[C:47]1[CH:52]=[CH:51][C:50]([N:53]2[CH:57]=[C:56]([CH3:58])[N:55]=[CH:54]2)=[C:49]([F:59])[CH:48]=1)/[C:43]([OH:45])=O.[F:60][C:61]1[CH:66]=[C:65]([F:67])[CH:64]=[CH:63][C:62]=1[CH:68]([NH2:70])[CH3:69]. Product: [F:60][C:61]1[CH:66]=[C:65]([F:67])[CH:64]=[CH:63][C:62]=1[CH:68]([NH:70][C:43](=[O:45])/[C:42](=[CH:46]/[C:47]1[CH:52]=[CH:51][C:50]([N:53]2[CH:57]=[C:56]([CH3:58])[N:55]=[CH:54]2)=[C:49]([F:59])[CH:48]=1)/[CH2:41][CH2:40][CH2:39][Cl:38])[CH3:69]. The catalyst class is: 39. (5) Reactant: [NH:1]1[CH:5]=[CH:4][C:3]([C:6]([O:8][CH2:9][CH3:10])=[O:7])=[N:2]1.[H-].[Na+].Br[CH2:14][C:15]1[CH:20]=[CH:19][CH:18]=[CH:17][C:16]=1[O:21][C:22]1[CH:27]=[CH:26][CH:25]=[CH:24][CH:23]=1. Product: [C:22]1([O:21][C:16]2[CH:17]=[CH:18][CH:19]=[CH:20][C:15]=2[CH2:14][N:1]2[CH:5]=[CH:4][C:3]([C:6]([O:8][CH2:9][CH3:10])=[O:7])=[N:2]2)[CH:23]=[CH:24][CH:25]=[CH:26][CH:27]=1. The catalyst class is: 3. (6) Reactant: [CH3:1][O:2][C:3]1[CH:4]=[C:5]([CH:28]=[CH:29][C:30]=1[O:31][CH3:32])[CH2:6][N:7]1[C:16](=[O:17])[C:15]2[C:10](=[CH:11][CH:12]=[C:13]([OH:18])[CH:14]=2)[N:9]([CH:19]2[CH2:24][CH2:23][S:22](=[O:26])(=[O:25])[CH2:21][CH2:20]2)[C:8]1=[O:27].Br[CH2:34][C:35]#[N:36].C([O-])([O-])=O.[Cs+].[Cs+]. Product: [CH3:1][O:2][C:3]1[CH:4]=[C:5]([CH:28]=[CH:29][C:30]=1[O:31][CH3:32])[CH2:6][N:7]1[C:16](=[O:17])[C:15]2[C:10](=[CH:11][CH:12]=[C:13]([O:18][CH2:34][C:35]#[N:36])[CH:14]=2)[N:9]([CH:19]2[CH2:20][CH2:21][S:22](=[O:26])(=[O:25])[CH2:23][CH2:24]2)[C:8]1=[O:27]. The catalyst class is: 3. (7) Reactant: [C:1]([O:5][C:6]([NH:8][C@:9]1([C:14]([O:16]CC)=[O:15])[CH2:11][C@H:10]1[CH:12]=[CH2:13])=[O:7])([CH3:4])([CH3:3])[CH3:2].O.[OH-].[Li+].[OH-].[Li+].Cl. Product: [C:1]([O:5][C:6]([NH:8][C@:9]1([C:14]([OH:16])=[O:15])[CH2:11][C@@H:10]1[CH:12]=[CH2:13])=[O:7])([CH3:4])([CH3:2])[CH3:3]. The catalyst class is: 132. (8) Reactant: [Cl:1][C:2]1[CH:7]=[CH:6][N:5]=[C:4]2[NH:8][CH:9]=[CH:10][C:3]=12.[H-].[Na+].[CH:13]([Si:16](Cl)([CH:20]([CH3:22])[CH3:21])[CH:17]([CH3:19])[CH3:18])([CH3:15])[CH3:14].[Cl-].[NH4+]. Product: [Cl:1][C:2]1[CH:7]=[CH:6][N:5]=[C:4]2[N:8]([Si:16]([CH:20]([CH3:22])[CH3:21])([CH:17]([CH3:19])[CH3:18])[CH:13]([CH3:15])[CH3:14])[CH:9]=[CH:10][C:3]=12. The catalyst class is: 1. (9) Product: [CH2:1]([O:8][C:9]1[C:14]([C:15](=[O:16])[NH:17][CH2:18][C:19]2[CH:20]=[CH:21][C:22]([F:25])=[CH:23][CH:24]=2)=[CH:13][N:12]=[C:11]([C:26]([O:30][CH3:39])=[O:27])[C:10]=1[O:28][CH3:29])[C:2]1[CH:7]=[CH:6][CH:5]=[CH:4][CH:3]=1. Reactant: [CH2:1]([O:8][C:9]1[C:14]([C:15]([NH:17][CH2:18][C:19]2[CH:24]=[CH:23][C:22]([F:25])=[CH:21][CH:20]=2)=[O:16])=[CH:13][N:12]=[C:11]([CH:26]=[O:27])[C:10]=1[O:28][CH3:29])[C:2]1[CH:7]=[CH:6][CH:5]=[CH:4][CH:3]=1.[OH-:30].[K+].II.S([O-])(O)=O.[Na+].[CH3:39]O. The catalyst class is: 6. (10) The catalyst class is: 46. Product: [C:20]([NH:1][C:2]1[CH:3]=[C:4]([CH:10]=[CH:11][CH:12]=1)[C:5]([O:7][CH2:8][CH3:9])=[O:6])(=[O:27])[C:21]1[CH:26]=[CH:25][CH:24]=[CH:23][CH:22]=1. Reactant: [NH2:1][C:2]1[CH:3]=[C:4]([CH:10]=[CH:11][CH:12]=1)[C:5]([O:7][CH2:8][CH3:9])=[O:6].C(N(CC)CC)C.[C:20](Cl)(=[O:27])[C:21]1[CH:26]=[CH:25][CH:24]=[CH:23][CH:22]=1.C(OCC)(=O)C.